Task: Predict the product of the given reaction.. Dataset: Forward reaction prediction with 1.9M reactions from USPTO patents (1976-2016) (1) Given the reactants Cl.[Cl:2][CH2:3][C:4]1[N:5]=[C:6]([NH2:9])[S:7][CH:8]=1.C1N=CN([C:15]([N:17]2C=N[CH:19]=[CH:18]2)=[O:16])C=1.CCN(C(C)C)C(C)C.[F:31][C:32]1[CH:33]=C([CH:37]=[C:38]([F:40])[CH:39]=1)CN, predict the reaction product. The product is: [Cl:2][CH2:3][C:4]1[N:5]=[C:6]([NH:9][C:15]([NH:17][CH2:18][C:19]2[CH:33]=[C:32]([F:31])[CH:39]=[C:38]([F:40])[CH:37]=2)=[O:16])[S:7][CH:8]=1. (2) Given the reactants [CH3:1][O:2][C:3]1[CH:28]=[C:27]([O:29][CH3:30])[CH:26]=[CH:25][C:4]=1[CH2:5][N:6]([C:19]1[CH:24]=[CH:23][N:22]=[CH:21][N:20]=1)[S:7]([C:10]1[CH:15]=[CH:14][C:13](F)=[C:12]([F:17])[C:11]=1[F:18])(=[O:9])=[O:8].[CH3:31][N:32]1[C:36]([C@H:37]2[CH2:41][CH2:40][CH2:39][C@@H:38]2[OH:42])=[CH:35][CH:34]=[N:33]1.[H-].[Na+], predict the reaction product. The product is: [CH3:1][O:2][C:3]1[CH:28]=[C:27]([O:29][CH3:30])[CH:26]=[CH:25][C:4]=1[CH2:5][N:6]([C:19]1[CH:24]=[CH:23][N:22]=[CH:21][N:20]=1)[S:7]([C:10]1[CH:15]=[CH:14][C:13]([O:42][C@H:38]2[CH2:39][CH2:40][CH2:41][C@@H:37]2[C:36]2[N:32]([CH3:31])[N:33]=[CH:34][CH:35]=2)=[C:12]([F:17])[C:11]=1[F:18])(=[O:8])=[O:9].